From a dataset of Forward reaction prediction with 1.9M reactions from USPTO patents (1976-2016). Predict the product of the given reaction. (1) Given the reactants C([O-])([O-])=O.[K+].[K+].CS(O[CH2:12][CH2:13][C:14]([F:23])([F:22])[C:15]1[CH:20]=[CH:19][C:18]([F:21])=[CH:17][CH:16]=1)(=O)=O.[CH:24]12[CH2:30][CH:27]([CH2:28][CH2:29]1)[CH2:26][CH:25]2[CH2:31][NH:32][C:33](=[O:41])[C:34]1[CH:39]=[CH:38][CH:37]=[N:36][C:35]=1[SH:40].CCCCCC.CC(=O)OCC, predict the reaction product. The product is: [CH:27]12[CH2:30][CH:24]([CH:25]([CH2:31][NH:32][C:33]([C:34]3[C:35]([S:40][CH2:12][CH2:13][C:14]([F:22])([F:23])[C:15]4[CH:16]=[CH:17][C:18]([F:21])=[CH:19][CH:20]=4)=[N:36][CH:37]=[CH:38][CH:39]=3)=[O:41])[CH2:26]1)[CH2:29][CH2:28]2. (2) Given the reactants [CH2:1]([N:8]1[CH2:13][CH2:12][N:11]([C:14]([C:16]2[CH:20]=[C:19]([CH3:21])[N:18]([C:22]3[CH:27]=[CH:26][CH:25]=[CH:24][CH:23]=3)[C:17]=2[C:28]2[CH:33]=[CH:32][CH:31]=[CH:30][CH:29]=2)=[O:15])[CH:10]([CH2:34][C:35]2[CH:40]=[CH:39][C:38]([OH:41])=[CH:37][CH:36]=2)[CH2:9]1)[C:2]1[CH:7]=[CH:6][CH:5]=[CH:4][CH:3]=1.[NH2:42][CH2:43][CH2:44][C:45]([NH2:47])=[O:46].CCN=C=NC[CH2:54][CH2:55]N(C)C.Cl.C1C=CC2N([OH:69])N=NC=2C=1.C(=O)(O)[O-].[Na+], predict the reaction product. The product is: [CH2:1]([N:8]1[CH2:13][CH2:12][N:11]([C:14]([C:16]2[CH:20]=[C:19]([CH3:21])[N:18]([C:22]3[CH:27]=[CH:26][CH:25]=[CH:24][CH:23]=3)[C:17]=2[C:28]2[CH:29]=[CH:30][CH:31]=[CH:32][CH:33]=2)=[O:15])[CH:10]([CH2:34][C:35]2[CH:40]=[CH:39][C:38]([O:41][CH2:54][C:55]([NH:47][C:45](=[O:46])[CH2:44][CH2:43][NH2:42])=[O:69])=[CH:37][CH:36]=2)[CH2:9]1)[C:2]1[CH:3]=[CH:4][CH:5]=[CH:6][CH:7]=1. (3) Given the reactants [N+:1]([C:4]1[CH:13]=[CH:12][CH:11]=[C:10]2[C:5]=1[CH:6]=[CH:7][C:8](Cl)=[N:9]2)([O-])=O.[F:15][C:16]1[CH:17]=[C:18]([S:23](Cl)(=[O:25])=[O:24])[CH:19]=[C:20]([F:22])[CH:21]=1.[CH3:27][C:28]1[O:32][C:31]([CH:33]([NH2:35])[CH3:34])=[CH:30][CH:29]=1, predict the reaction product. The product is: [F:15][C:16]1[CH:17]=[C:18]([S:23]([NH:1][C:4]2[CH:13]=[CH:12][CH:11]=[C:10]3[C:5]=2[CH:6]=[CH:7][C:8]([NH:35][CH:33]([C:31]2[O:32][C:28]([CH3:27])=[CH:29][CH:30]=2)[CH3:34])=[N:9]3)(=[O:25])=[O:24])[CH:19]=[C:20]([F:22])[CH:21]=1. (4) Given the reactants [CH3:1][O:2][C:3]1[CH:11]=[CH:10][C:6]([C:7]([OH:9])=O)=[CH:5][C:4]=1/[CH:12]=[CH:13]/[C:14]1[CH:19]=[CH:18][C:17]([O:20][C:21]([F:24])([F:23])[F:22])=[CH:16][CH:15]=1.[F:25][C:26]([F:31])([F:30])[CH2:27][NH:28][NH2:29], predict the reaction product. The product is: [F:25][C:26]([F:31])([F:30])[CH2:27][NH:28][NH:29][C:7](=[O:9])[C:6]1[CH:10]=[CH:11][C:3]([O:2][CH3:1])=[C:4](/[CH:12]=[CH:13]/[C:14]2[CH:15]=[CH:16][C:17]([O:20][C:21]([F:24])([F:23])[F:22])=[CH:18][CH:19]=2)[CH:5]=1. (5) Given the reactants [CH2:1]([O:8][C:9](=[O:16])[C:10]1[CH:15]=[CH:14][CH:13]=[CH:12][CH:11]=1)[C:2]1C=CC=CC=1, predict the reaction product. The product is: [C:10]1([CH2:9][C:15]2[CH:14]=[CH:13][CH:12]=[CH:11][C:10]=2[C:9]([O:8][CH2:1][CH3:2])=[O:16])[CH:15]=[CH:14][CH:13]=[CH:12][CH:11]=1. (6) Given the reactants [CH2:1]([C:16]1[CH:22]=[CH:21][C:19]([NH2:20])=[CH:18][CH:17]=1)[CH2:2][CH2:3][CH2:4][CH2:5][CH2:6][CH2:7][CH2:8][CH2:9][CH2:10][CH2:11][CH2:12][CH2:13][CH2:14][CH3:15].[C:23](=[O:26])([O-])[O-:24].[K+].[K+].Cl[CH2:30]Cl, predict the reaction product. The product is: [CH3:30][O:24][C:23](=[O:26])[NH:20][C:19]1[CH:18]=[CH:17][C:16]([CH2:1][CH2:2][CH2:3][CH2:4][CH2:5][CH2:6][CH2:7][CH2:8][CH2:9][CH2:10][CH2:11][CH2:12][CH2:13][CH2:14][CH3:15])=[CH:22][CH:21]=1. (7) Given the reactants [Cl:1][C:2]1[CH:11]=[C:10]2[C:5]([C:6]([N:12]3[CH2:17][CH2:16][NH:15][CH2:14][CH2:13]3)=[CH:7][CH:8]=[N:9]2)=[CH:4][CH:3]=1.[CH3:18][CH:19]([N:26]=[C:27]=[O:28])[C:20]1[CH:25]=[CH:24][CH:23]=[CH:22][CH:21]=1.CCCCCC.CCOC(C)=O, predict the reaction product. The product is: [Cl:1][C:2]1[CH:11]=[C:10]2[C:5]([C:6]([N:12]3[CH2:17][CH2:16][N:15]([C:27]([NH:26][CH:19]([C:20]4[CH:25]=[CH:24][CH:23]=[CH:22][CH:21]=4)[CH3:18])=[O:28])[CH2:14][CH2:13]3)=[CH:7][CH:8]=[N:9]2)=[CH:4][CH:3]=1.